Dataset: Forward reaction prediction with 1.9M reactions from USPTO patents (1976-2016). Task: Predict the product of the given reaction. Given the reactants [Cl:1][C:2]1[CH:9]=[C:8]([NH:10][CH3:11])[C:5]([CH:6]=O)=[CH:4][N:3]=1.[F:12][C:13]1[CH:19]=[CH:18][C:16]([NH2:17])=[CH:15][C:14]=1[N+:20]([O-:22])=[O:21].[C:23](O[BH-](OC(=O)C)OC(=O)C)(=[O:25])C.[Na+].O=C(Cl)OC(Cl)(Cl)Cl, predict the reaction product. The product is: [Cl:1][C:2]1[N:3]=[CH:4][C:5]2[CH2:6][N:17]([C:16]3[CH:18]=[CH:19][C:13]([F:12])=[C:14]([N+:20]([O-:22])=[O:21])[CH:15]=3)[C:23](=[O:25])[N:10]([CH3:11])[C:8]=2[CH:9]=1.